This data is from Reaction yield outcomes from USPTO patents with 853,638 reactions. The task is: Predict the reaction yield, written as a fraction of the theoretical maximum amount of product (1.0 means a 100% yield; for example, 0.34 means a 34% yield). (1) The reactants are [CH3:1][C:2]1[CH:7]=[C:6]([CH3:8])[NH:5][C:4](=[O:9])[C:3]=1[CH2:10][NH:11][C:12]([C:14]1[C:15]2[CH:32]=[N:31][N:30]([CH:33]([CH3:35])[CH3:34])[C:16]=2[N:17]=[C:18]([C:20]2[CH2:21][CH2:22][N:23]([S:26]([CH3:29])(=[O:28])=[O:27])[CH2:24][CH:25]=2)[CH:19]=1)=[O:13]. The catalyst is CCO.[Pd]. The product is [CH3:1][C:2]1[CH:7]=[C:6]([CH3:8])[NH:5][C:4](=[O:9])[C:3]=1[CH2:10][NH:11][C:12]([C:14]1[C:15]2[CH:32]=[N:31][N:30]([CH:33]([CH3:35])[CH3:34])[C:16]=2[N:17]=[C:18]([CH:20]2[CH2:21][CH2:22][N:23]([S:26]([CH3:29])(=[O:28])=[O:27])[CH2:24][CH2:25]2)[CH:19]=1)=[O:13]. The yield is 0.120. (2) The reactants are I[CH2:2][Si:3]([CH3:33])([CH3:32])[CH2:4][CH2:5][C:6]1[C:18]2[CH2:17][N:16]3[C:11](=[CH:12][C:13]4[C@:23]([CH2:25][CH3:26])([OH:24])[C:22](=[O:27])[O:21][CH2:20][C:14]=4[C:15]3=[O:19])[C:10]=2[N:9]=[C:8]2[CH:28]=[CH:29][CH:30]=[CH:31][C:7]=12.[NH:34]1[CH:38]=[N:37][CH:36]=[N:35]1.C([O-])(O)=O.[Na+]. The catalyst is CN(C)C=O. The product is [CH3:32][Si:3]([CH3:33])([CH2:2][N:34]1[CH:38]=[N:37][CH:36]=[N:35]1)[CH2:4][CH2:5][C:6]1[C:18]2[CH2:17][N:16]3[C:11](=[CH:12][C:13]4[C@:23]([CH2:25][CH3:26])([OH:24])[C:22](=[O:27])[O:21][CH2:20][C:14]=4[C:15]3=[O:19])[C:10]=2[N:9]=[C:8]2[CH:28]=[CH:29][CH:30]=[CH:31][C:7]=12. The yield is 0.790. (3) The reactants are COC1C=CC(C[O:10][C:11]2[CH:12]=[C:13]([C:21]3[C:22]4[CH:31]=[CH:30][O:29][C:23]=4[C:24](=[O:28])[N:25]([CH3:27])[CH:26]=3)[CH:14]=[C:15]([S:17]([CH3:20])(=[O:19])=[O:18])[CH:16]=2)=CC=1. The catalyst is CC(O)=O. The product is [OH:10][C:11]1[CH:12]=[C:13]([C:21]2[C:22]3[CH:31]=[CH:30][O:29][C:23]=3[C:24](=[O:28])[N:25]([CH3:27])[CH:26]=2)[CH:14]=[C:15]([S:17]([CH3:20])(=[O:19])=[O:18])[CH:16]=1. The yield is 0.780. (4) The reactants are [I:1][C:2]1[C:10]2[C:5](=[N:6][CH:7]=[N:8][C:9]=2[NH2:11])[N:4]([CH:12]2[CH2:17][CH2:16][NH:15][CH2:14][CH2:13]2)[N:3]=1.C=O.[C:20](O[BH-](OC(=O)C)OC(=O)C)(=O)C.[Na+].C(=O)(O)[O-].[Na+].[OH-].[Na+]. The catalyst is ClC(Cl)C. The product is [I:1][C:2]1[C:10]2[C:5](=[N:6][CH:7]=[N:8][C:9]=2[NH2:11])[N:4]([CH:12]2[CH2:17][CH2:16][N:15]([CH3:20])[CH2:14][CH2:13]2)[N:3]=1. The yield is 0.530. (5) The reactants are [CH3:1][O:2][C:3]1[C:7]2[C:8](=[O:25])[N:9]([CH2:16][C:17](=[O:24])[C:18]3[CH:23]=[CH:22][CH:21]=[CH:20][CH:19]=3)[C:10]3[CH:11]=[CH:12][CH:13]=[CH:14][C:15]=3[C:6]=2[N:5]([CH3:26])[C:4]=1[C:27]([NH:29][CH:30]1[CH2:35][CH2:34][NH:33][CH2:32][CH2:31]1)=[O:28].C(N(CC)CC)C.C1COCC1.[CH3:48][S:49](Cl)(=[O:51])=[O:50]. The catalyst is C(OCC)(=O)C. The product is [CH3:1][O:2][C:3]1[C:7]2[C:8](=[O:25])[N:9]([CH2:16][C:17](=[O:24])[C:18]3[CH:23]=[CH:22][CH:21]=[CH:20][CH:19]=3)[C:10]3[CH:11]=[CH:12][CH:13]=[CH:14][C:15]=3[C:6]=2[N:5]([CH3:26])[C:4]=1[C:27]([NH:29][CH:30]1[CH2:31][CH2:32][N:33]([S:49]([CH3:48])(=[O:51])=[O:50])[CH2:34][CH2:35]1)=[O:28]. The yield is 0.610. (6) The reactants are [N+](C1C=CC(S([N:13]2[C:17]3([CH2:22][CH2:21][O:20][CH2:19][CH2:18]3)[CH2:16][CH2:15][CH:14]2[C:23]([O:25][CH2:26][CH3:27])=[O:24])(=O)=O)=CC=1)([O-])=O.C(=O)([O-])[O-].[K+].[K+].C1OCCOCCOCCOCCOCCOC1.C1(S)C=CC=CC=1. The catalyst is C(#N)C. The product is [NH:13]1[C:17]2([CH2:18][CH2:19][O:20][CH2:21][CH2:22]2)[CH2:16][CH2:15][CH:14]1[C:23]([O:25][CH2:26][CH3:27])=[O:24]. The yield is 0.900. (7) The reactants are C([O:8][C:9]1[CH:14]=[CH:13][C:12]([S:15]([NH:18][CH2:19][C@H:20]([N:25]2[CH2:30][CH2:29][CH2:28][CH2:27][CH2:26]2)[C:21]([O:23][CH3:24])=[O:22])(=[O:17])=[O:16])=[CH:11][CH:10]=1)C1C=CC=CC=1. The catalyst is C(OCC)(=O)C.O1CCOCC1.C(O)(=O)C.[Pd]. The product is [OH:8][C:9]1[CH:10]=[CH:11][C:12]([S:15]([NH:18][CH2:19][C@H:20]([N:25]2[CH2:30][CH2:29][CH2:28][CH2:27][CH2:26]2)[C:21]([O:23][CH3:24])=[O:22])(=[O:17])=[O:16])=[CH:13][CH:14]=1. The yield is 0.970.